This data is from NCI-60 drug combinations with 297,098 pairs across 59 cell lines. The task is: Regression. Given two drug SMILES strings and cell line genomic features, predict the synergy score measuring deviation from expected non-interaction effect. Drug 1: COC1=NC(=NC2=C1N=CN2C3C(C(C(O3)CO)O)O)N. Drug 2: CC1=C(C(=O)C2=C(C1=O)N3CC4C(C3(C2COC(=O)N)OC)N4)N. Cell line: OVCAR-8. Synergy scores: CSS=21.4, Synergy_ZIP=-2.91, Synergy_Bliss=-0.582, Synergy_Loewe=-30.6, Synergy_HSA=-3.90.